This data is from Cav3 T-type calcium channel HTS with 100,875 compounds. The task is: Binary Classification. Given a drug SMILES string, predict its activity (active/inactive) in a high-throughput screening assay against a specified biological target. The drug is O=C(N\N=C\c1cc(OC)ccc1)c1[nH]nc(c2n(ccc2)C)c1. The result is 0 (inactive).